From a dataset of CYP2C9 inhibition data for predicting drug metabolism from PubChem BioAssay. Regression/Classification. Given a drug SMILES string, predict its absorption, distribution, metabolism, or excretion properties. Task type varies by dataset: regression for continuous measurements (e.g., permeability, clearance, half-life) or binary classification for categorical outcomes (e.g., BBB penetration, CYP inhibition). Dataset: cyp2c9_veith. The molecule is Cc1[nH]c2c(C)ccc(C)c2c1CC(=O)O. The result is 0 (non-inhibitor).